From a dataset of Forward reaction prediction with 1.9M reactions from USPTO patents (1976-2016). Predict the product of the given reaction. (1) Given the reactants [Br:1][C:2]1[CH:3]=[C:4]2[N:10]=[C:9]([C:11]3[CH:16]=[CH:15][C:14]([O:17][CH2:18][CH2:19]Cl)=[CH:13][CH:12]=3)[NH:8][C:5]2=[N:6][CH:7]=1.[NH:21]1[CH2:26][CH2:25][O:24][CH2:23][CH2:22]1.C(N(C(C)C)C(C)C)C, predict the reaction product. The product is: [Br:1][C:2]1[CH:3]=[C:4]2[N:10]=[C:9]([C:11]3[CH:16]=[CH:15][C:14]([O:17][CH2:18][CH2:19][N:21]4[CH2:26][CH2:25][O:24][CH2:23][CH2:22]4)=[CH:13][CH:12]=3)[NH:8][C:5]2=[N:6][CH:7]=1. (2) Given the reactants Br[C:2]1[CH:7]=[CH:6][C:5]([C:8]2[NH:12][C:11]([C@@H:13]3[CH2:17][CH2:16][CH2:15][N:14]3[C:18](=[O:28])[C@@H:19]([NH:23][C:24](=[O:27])[O:25][CH3:26])[CH:20]([CH3:22])[CH3:21])=[N:10][CH:9]=2)=[CH:4][C:3]=1[O:29][CH:30]([F:32])[F:31].[CH3:33][O:34][CH2:35][C@@H:36]1[CH2:40][N:39]([C:41]([O:43][C:44]([CH3:47])([CH3:46])[CH3:45])=[O:42])[C@H:38]([C:48]2[NH:52][C:51]3[C:53]4[C:58]([CH:59]=[CH:60][C:50]=3[N:49]=2)=[CH:57][C:56](B2OC(C)(C)C(C)(C)O2)=[CH:55][CH:54]=4)[CH2:37]1.COC(N[C@@H](C(C)C)C(N1CCC[C@H]1C1NC2C3C(C=CC=2N=1)=CC(C1C=C2C(=CC=1)C1NC([C@@H]4C[C@H](COC)CN4C(=O)[C@@H](NC(=O)OC)C(C)C)=NC=1C=C2)=CC=3)=O)=O, predict the reaction product. The product is: [F:31][CH:30]([F:32])[O:29][C:3]1[CH:4]=[C:5]([C:8]2[NH:12][C:11]([C@@H:13]3[CH2:17][CH2:16][CH2:15][N:14]3[C:18](=[O:28])[C@@H:19]([NH:23][C:24]([O:25][CH3:26])=[O:27])[CH:20]([CH3:22])[CH3:21])=[N:10][CH:9]=2)[CH:6]=[CH:7][C:2]=1[C:56]1[CH:57]=[C:58]2[C:53](=[CH:54][CH:55]=1)[C:51]1[NH:52][C:48]([C@@H:38]3[CH2:37][C@H:36]([CH2:35][O:34][CH3:33])[CH2:40][N:39]3[C:41]([O:43][C:44]([CH3:47])([CH3:45])[CH3:46])=[O:42])=[N:49][C:50]=1[CH:60]=[CH:59]2. (3) Given the reactants Cl[C:2]1N=C(Cl)C=C[C:3]=1C(N)=O.N1(CCC2C=CC(N)=CC=2)CCCC1.CC1(C)C(C)(C)OB([C:34]2[CH2:35][N:36]([C:40]([O:42]C(C)(C)C)=O)[CH2:37][CH2:38][CH:39]=2)O1.[C:48]([C:51]1[CH:52]=[CH:53][C:54](C2CCN(C(OC(C)(C)C)=O)CC=2)=[N:55][C:56]=1[NH:57][C:58]1[CH:63]=[CH:62][C:61]([CH2:64][CH2:65][N:66]2[CH2:70][CH2:69][CH2:68][CH2:67]2)=[CH:60][CH:59]=1)(=[O:50])[NH2:49], predict the reaction product. The product is: [C:40]([N:36]1[CH2:37][CH2:38][CH2:39][CH:34]([C:54]2[CH:53]=[CH:52][C:51]([C:48]([NH2:49])=[O:50])=[C:56]([NH:57][C:58]3[CH:63]=[CH:62][C:61]([CH2:64][CH2:65][N:66]4[CH2:67][CH2:68][CH2:69][CH2:70]4)=[CH:60][CH:59]=3)[N:55]=2)[CH2:35]1)(=[O:42])[CH:2]=[CH2:3]. (4) Given the reactants CS([O:5][CH:6]1[CH2:9][N:8]([C:10]2[N:19]=[CH:18][C:17]([C:20]([F:23])([F:22])[F:21])=[CH:16][C:11]=2[C:12]([O:14]C)=[O:13])[CH2:7]1)(=O)=O.[Cl:24][C:25]1[CH:26]=[C:27](O)[CH:28]=[CH:29][CH:30]=1, predict the reaction product. The product is: [Cl:24][C:25]1[CH:30]=[C:29]([CH:28]=[CH:27][CH:26]=1)[O:5][CH:6]1[CH2:9][N:8]([C:10]2[N:19]=[CH:18][C:17]([C:20]([F:23])([F:22])[F:21])=[CH:16][C:11]=2[C:12]([OH:14])=[O:13])[CH2:7]1.